This data is from Forward reaction prediction with 1.9M reactions from USPTO patents (1976-2016). The task is: Predict the product of the given reaction. (1) Given the reactants [CH:1]([O:4][C:5]([C:7]1[C:12](=[O:13])[N:11]([CH2:14][C:15]2[CH:20]=[CH:19][CH:18]=[C:17]([F:21])[CH:16]=2)[C:10]2[CH:22]=[CH:23][S:24][C:9]=2[C:8]=1Cl)=[O:6])([CH3:3])[CH3:2].C(OC(C1C(=O)N(CC2C=CC=C(F)C=2)C2C=CSC=2C=1[N:49]1[CH2:54][CH2:53][N:52]([C:55]([C:57]2[S:58][CH:59]=[CH:60][CH:61]=2)=[O:56])[CH2:51][CH2:50]1)=O)C, predict the reaction product. The product is: [CH:1]([O:4][C:5]([C:7]1[C:12](=[O:13])[N:11]([CH2:14][C:15]2[CH:20]=[CH:19][CH:18]=[C:17]([F:21])[CH:16]=2)[C:10]2[CH:22]=[CH:23][S:24][C:9]=2[C:8]=1[N:49]1[CH2:54][CH2:53][N:52]([C:55]([C:57]2[S:58][CH:59]=[CH:60][CH:61]=2)=[O:56])[CH2:51][CH2:50]1)=[O:6])([CH3:3])[CH3:2]. (2) Given the reactants [NH2:1][C:2]1[CH:7]=[C:6]([S:8]([CH2:11][CH3:12])(=[O:10])=[O:9])[CH:5]=[CH:4][C:3]=1[OH:13].[CH3:14][C:15]1[S:19][C:18]([CH:20]=O)=[CH:17][CH:16]=1.C([O-])(=O)C.C([O-])(=O)C.C([O-])(=O)C.C([O-])(=O)C.[Pb+4], predict the reaction product. The product is: [CH2:11]([S:8]([C:6]1[CH:5]=[CH:4][C:3]2[O:13][C:20]([C:18]3[S:19][C:15]([CH3:14])=[CH:16][CH:17]=3)=[N:1][C:2]=2[CH:7]=1)(=[O:10])=[O:9])[CH3:12].